From a dataset of Peptide-MHC class II binding affinity with 134,281 pairs from IEDB. Regression. Given a peptide amino acid sequence and an MHC pseudo amino acid sequence, predict their binding affinity value. This is MHC class II binding data. (1) The peptide sequence is LSMLNKVKSLKLLNT. The MHC is DRB1_0101 with pseudo-sequence DRB1_0101. The binding affinity (normalized) is 0.340. (2) The peptide sequence is NKICTSKGDSARVTV. The MHC is DRB5_0101 with pseudo-sequence DRB5_0101. The binding affinity (normalized) is 0.379. (3) The peptide sequence is KEKVYLSWVPAHKGIGGNE. The MHC is HLA-DPA10201-DPB11401 with pseudo-sequence HLA-DPA10201-DPB11401. The binding affinity (normalized) is 0.216. (4) The peptide sequence is TLAADLEKLKSKVIR. The MHC is DRB1_0101 with pseudo-sequence DRB1_0101. The binding affinity (normalized) is 0.825. (5) The peptide sequence is SQDLELSWNLNGLQAN. The MHC is DRB1_0802 with pseudo-sequence DRB1_0802. The binding affinity (normalized) is 0.202.